This data is from Full USPTO retrosynthesis dataset with 1.9M reactions from patents (1976-2016). The task is: Predict the reactants needed to synthesize the given product. (1) Given the product [F:1][C:2]1[CH:3]=[C:4]([C:9]2([O:14][CH3:15])[CH2:13][CH2:12][N:11]([CH3:17])[CH2:10]2)[CH:5]=[C:6]([F:8])[CH:7]=1, predict the reactants needed to synthesize it. The reactants are: [F:1][C:2]1[CH:3]=[C:4]([C:9]2([O:14][CH3:15])[CH2:13][CH2:12][NH:11][CH2:10]2)[CH:5]=[C:6]([F:8])[CH:7]=1.O.[CH2:17](OCC)C. (2) Given the product [S:1]1[C:5]2[CH:6]=[CH:7][C:8]([C:20]3[S:24][C:23]([C@@:25]4([CH2:33][C:34]([O:36][CH2:37][CH2:38][Si:39]([CH3:40])([CH3:42])[CH3:41])=[O:35])[CH2:30][CH2:29][CH2:28][CH2:27][S:26]4(=[O:31])=[O:32])=[CH:22][CH:21]=3)=[CH:9][C:4]=2[CH:3]=[CH:2]1, predict the reactants needed to synthesize it. The reactants are: [S:1]1[C:5]2[CH:6]=[CH:7][C:8](B3OC(C)(C)C(C)(C)O3)=[CH:9][C:4]=2[CH:3]=[CH:2]1.Br[C:20]1[S:24][C:23]([C@@:25]2([CH2:33][C:34]([O:36][CH2:37][CH2:38][Si:39]([CH3:42])([CH3:41])[CH3:40])=[O:35])[CH2:30][CH2:29][CH2:28][CH2:27][S:26]2(=[O:32])=[O:31])=[CH:22][CH:21]=1.C(=O)([O-])[O-].[Na+].[Na+].